From a dataset of Full USPTO retrosynthesis dataset with 1.9M reactions from patents (1976-2016). Predict the reactants needed to synthesize the given product. (1) Given the product [C:29]([NH:37][C:38]1[N:46]=[CH:45][N:44]=[C:43]2[C:39]=1[N:40]=[CH:41][N:42]2[C@@H:5]1[C@H:10]2[C@H:11]([O:12][CH2:13][C:14]3[CH:19]=[CH:18][CH:17]=[CH:16][CH:15]=3)[C@:7]([CH2:20][O:21][CH2:22][C:23]3[CH:28]=[CH:27][CH:26]=[CH:25][CH:24]=3)([CH2:8][O:9]2)[O:6]1)(=[O:36])[C:30]1[CH:35]=[CH:34][CH:33]=[CH:32][CH:31]=1, predict the reactants needed to synthesize it. The reactants are: C(O[C@H:5]1[C@H:10]2[C@H:11]([O:12][CH2:13][C:14]3[CH:19]=[CH:18][CH:17]=[CH:16][CH:15]=3)[C@:7]([CH2:20][O:21][CH2:22][C:23]3[CH:28]=[CH:27][CH:26]=[CH:25][CH:24]=3)([CH2:8][O:9]2)[O:6]1)(=O)C.[C:29]([NH:37][C:38]1[N:46]=[CH:45][N:44]=[C:43]2[C:39]=1[NH:40][CH:41]=[N:42]2)(=[O:36])[C:30]1[CH:35]=[CH:34][CH:33]=[CH:32][CH:31]=1.O([Si](C)(C)C)S(C(F)(F)F)(=O)=O. (2) The reactants are: Cl[C:2]1[C:11]2[C:6](=[CH:7][C:8]([O:17][CH3:18])=[C:9]([O:12][CH2:13][CH2:14][O:15][CH3:16])[CH:10]=2)[CH:5]=[C:4]([NH:19][C:20]2[CH:24]=[C:23]([CH3:25])[NH:22][N:21]=2)[N:3]=1.[C:26](B1OC(C)(C)C(C)(C)O1)([CH3:28])=[CH2:27].C([O-])([O-])=O.[Na+].[Na+].CN(C=O)C. Given the product [C:26]([C:2]1[C:11]2[C:6](=[CH:7][C:8]([O:17][CH3:18])=[C:9]([O:12][CH2:13][CH2:14][O:15][CH3:16])[CH:10]=2)[CH:5]=[C:4]([NH:19][C:20]2[CH:24]=[C:23]([CH3:25])[NH:22][N:21]=2)[N:3]=1)([CH3:28])=[CH2:27], predict the reactants needed to synthesize it.